From a dataset of Reaction yield outcomes from USPTO patents with 853,638 reactions. Predict the reaction yield, written as a fraction of the theoretical maximum amount of product (1.0 means a 100% yield; for example, 0.34 means a 34% yield). (1) The reactants are Br[C:2]1[C:7]([C:8]([F:11])([F:10])[F:9])=[CH:6][C:5]([NH:12][C:13]2[N:17]=[C:16]([NH2:18])[NH:15][N:14]=2)=[CH:4][C:3]=1[Cl:19].[C:20]12([NH:30][S:31]([C:34]3[CH:39]=[CH:38][C:37](B4OC(C)(C)C(C)(C)O4)=[CH:36][N:35]=3)(=[O:33])=[O:32])[CH2:29][CH:24]3[CH2:25][CH:26]([CH2:28][CH:22]([CH2:23]3)[CH2:21]1)[CH2:27]2.C(=O)([O-])[O-].[K+].[K+]. The catalyst is C1C=CC([P]([Pd]([P](C2C=CC=CC=2)(C2C=CC=CC=2)C2C=CC=CC=2)([P](C2C=CC=CC=2)(C2C=CC=CC=2)C2C=CC=CC=2)[P](C2C=CC=CC=2)(C2C=CC=CC=2)C2C=CC=CC=2)(C2C=CC=CC=2)C2C=CC=CC=2)=CC=1.C(COC)OC. The product is [C:20]12([NH:30][S:31]([C:34]3[CH:39]=[C:38]([C:2]4[C:7]([C:8]([F:11])([F:10])[F:9])=[CH:6][C:5]([NH:12][C:13]5[N:17]=[C:16]([NH2:18])[NH:15][N:14]=5)=[CH:4][C:3]=4[Cl:19])[CH:37]=[CH:36][N:35]=3)(=[O:33])=[O:32])[CH2:29][CH:24]3[CH2:25][CH:26]([CH2:28][CH:22]([CH2:23]3)[CH2:21]1)[CH2:27]2. The yield is 0.110. (2) The reactants are [Br:1][C:2]1[CH:3]=[C:4]([C:8]2([C:16]3[CH:21]=[CH:20][C:19]([OH:22])=[CH:18][CH:17]=3)[NH:12][C:11](=[S:13])[N:10]([CH3:14])[C:9]2=[O:15])[CH:5]=[CH:6][CH:7]=1.C(N(CC)CC)C.[CH3:30][S:31](Cl)(=[O:33])=[O:32]. No catalyst specified. The product is [CH3:30][S:31]([O:22][C:19]1[CH:18]=[CH:17][C:16]([C:8]2([C:4]3[CH:5]=[CH:6][CH:7]=[C:2]([Br:1])[CH:3]=3)[C:9](=[O:15])[N:10]([CH3:14])[C:11](=[S:13])[NH:12]2)=[CH:21][CH:20]=1)(=[O:33])=[O:32]. The yield is 0.700. (3) The reactants are [CH3:1][C:2](C)([O-:4])C.[K+].[CH3:7][C:8]([CH:10]1[CH2:12][CH2:11]1)=[O:9].C(OCC)(=O)C. The catalyst is C1COCC1. The product is [CH:10]1([C:8](=[O:9])[CH2:7][C:2](=[O:4])[CH3:1])[CH2:12][CH2:11]1. The yield is 0.700. (4) The reactants are [Cl-].O[NH3+:3].[C:4](=[O:7])([O-])[OH:5].[Na+].CS(C)=O.[CH3:13][O:14][CH2:15][CH:16]([CH3:50])[O:17][C:18]1[CH:23]=[CH:22][C:21]([N:24]2[C:29](=[O:30])[C:28]([CH2:31][C:32]3[CH:37]=[CH:36][C:35]([C:38]4[C:39]([C:44]#[N:45])=[CH:40][CH:41]=[CH:42][CH:43]=4)=[CH:34][CH:33]=3)=[C:27]([CH2:46][CH2:47][CH3:48])[N:26]=[C:25]2[CH3:49])=[CH:20][CH:19]=1. The catalyst is O.C(OCC)(=O)C. The product is [CH3:13][O:14][CH2:15][CH:16]([CH3:50])[O:17][C:18]1[CH:19]=[CH:20][C:21]([N:24]2[C:29](=[O:30])[C:28]([CH2:31][C:32]3[CH:37]=[CH:36][C:35]([C:38]4[CH:43]=[CH:42][CH:41]=[CH:40][C:39]=4[C:44]4[NH:3][C:4](=[O:7])[O:5][N:45]=4)=[CH:34][CH:33]=3)=[C:27]([CH2:46][CH2:47][CH3:48])[N:26]=[C:25]2[CH3:49])=[CH:22][CH:23]=1. The yield is 0.410. (5) The reactants are Br[C:2]1[C:11](=[O:12])[C:10]2[C:5](=[CH:6][CH:7]=[CH:8][CH:9]=2)[O:4][CH:3]=1.[Cl:13][C:14]1[CH:15]=[C:16](B(O)O)[CH:17]=[CH:18][CH:19]=1.C([O-])([O-])=O.[K+].[K+].C1COCC1. The catalyst is Cl[Pd](Cl)([P](C1C=CC=CC=1)(C1C=CC=CC=1)C1C=CC=CC=1)[P](C1C=CC=CC=1)(C1C=CC=CC=1)C1C=CC=CC=1.O. The product is [Cl:13][C:14]1[CH:19]=[C:18]([CH:17]=[CH:16][CH:15]=1)[C:2]1[C:11](=[O:12])[C:10]2[C:5](=[CH:6][CH:7]=[CH:8][CH:9]=2)[O:4][CH:3]=1. The yield is 0.500. (6) The reactants are [CH3:1][C:2]1([CH3:26])[O:6][C@H:5]([CH2:7][N:8]2[C:16]3[C:11](=[CH:12][C:13]([N+:18]([O-])=O)=[C:14]([F:17])[CH:15]=3)[CH:10]=[C:9]2[C:21]([CH3:25])([CH3:24])[CH2:22][OH:23])[CH2:4][O:3]1. The catalyst is C(O)C. The product is [NH2:18][C:13]1[CH:12]=[C:11]2[C:16](=[CH:15][C:14]=1[F:17])[N:8]([CH2:7][C@@H:5]1[CH2:4][O:3][C:2]([CH3:1])([CH3:26])[O:6]1)[C:9]([C:21]([CH3:25])([CH3:24])[CH2:22][OH:23])=[CH:10]2. The yield is 0.790. (7) The reactants are Br[C:2]1[CH:3]=[C:4]([CH:6]=[CH:7][C:8]=1[O:9][C:10]1[CH:15]=[CH:14][C:13]([F:16])=[CH:12][C:11]=1[F:17])[NH2:5].[CH3:18][C:19]1([CH3:35])[C:23]([CH3:25])([CH3:24])[O:22][B:21]([B:21]2[O:22][C:23]([CH3:25])([CH3:24])[C:19]([CH3:35])([CH3:18])[O:20]2)[O:20]1.CC([O-])=O.[K+]. The catalyst is O1CCOCC1.C1C=CC(P(C2C=CC=CC=2)[C-]2C=CC=C2)=CC=1.C1C=CC(P(C2C=CC=CC=2)[C-]2C=CC=C2)=CC=1.Cl[Pd]Cl.[Fe+2]. The product is [F:17][C:11]1[CH:12]=[C:13]([F:16])[CH:14]=[CH:15][C:10]=1[O:9][C:8]1[CH:7]=[CH:6][C:4]([NH2:5])=[CH:3][C:2]=1[B:21]1[O:22][C:23]([CH3:25])([CH3:24])[C:19]([CH3:35])([CH3:18])[O:20]1. The yield is 0.560. (8) The reactants are [OH:1][C:2]1[CH:3]=[C:4]2[C:9](=[CH:10][CH:11]=1)[C:8]([C:12]([C:14]1[CH:19]=[CH:18][C:17]([O:20][CH2:21][CH2:22][N:23]3[CH2:28][CH2:27][CH2:26][CH2:25][CH2:24]3)=[CH:16][CH:15]=1)=[O:13])=[C:7]([C:29]1[C:34]([F:35])=[CH:33][C:32]([F:36])=[CH:31][C:30]=1[F:37])[CH:6]=[CH:5]2.[H-].[Al+3].[Li+].[H-].[H-].[H-].[ClH:44]. The catalyst is C1COCC1. The product is [ClH:44].[OH:13][CH:12]([C:14]1[CH:15]=[CH:16][C:17]([O:20][CH2:21][CH2:22][N:23]2[CH2:28][CH2:27][CH2:26][CH2:25][CH2:24]2)=[CH:18][CH:19]=1)[C:8]1[C:7]([C:29]2[C:30]([F:37])=[CH:31][C:32]([F:36])=[CH:33][C:34]=2[F:35])=[CH:6][CH:5]=[C:4]2[C:9]=1[CH:10]=[CH:11][C:2]([OH:1])=[CH:3]2. The yield is 1.00. (9) The reactants are [CH2:1]([O:3][C:4]([C:6]1[CH:11]=[CH:10][C:9]([N:12]2[CH2:27][CH:15]3[CH2:16][N:17](C(OC(C)(C)C)=O)[CH2:18][CH2:19][N:14]3[C:13]2=[O:28])=[CH:8][CH:7]=1)=[O:5])[CH3:2].C(OCC)(=O)C.[ClH:35]. No catalyst specified. The product is [ClH:35].[O:28]=[C:13]1[N:14]2[CH2:19][CH2:18][NH:17][CH2:16][CH:15]2[CH2:27][N:12]1[C:9]1[CH:8]=[CH:7][C:6]([C:4]([O:3][CH2:1][CH3:2])=[O:5])=[CH:11][CH:10]=1. The yield is 0.890.